This data is from Full USPTO retrosynthesis dataset with 1.9M reactions from patents (1976-2016). The task is: Predict the reactants needed to synthesize the given product. (1) Given the product [CH:13]1([CH2:16][O:17][CH:18]2[CH2:23][CH2:22][C:21]([CH3:1])([C:24]([OH:26])=[O:25])[CH2:20][CH2:19]2)[CH2:14][CH2:15]1, predict the reactants needed to synthesize it. The reactants are: [CH:1](NC(C)C)(C)C.C([Li])CCC.[CH:13]1([CH2:16][O:17][C@H:18]2[CH2:23][CH2:22][C@H:21]([C:24]([OH:26])=[O:25])[CH2:20][CH2:19]2)[CH2:15][CH2:14]1.IC.C(O)(=O)CC(CC(O)=O)(C(O)=O)O. (2) The reactants are: [C:1]([O:5][C:6]1[CH:11]=[CH:10][C:9](B(O)O)=[CH:8][CH:7]=1)([CH3:4])([CH3:3])[CH3:2].Br[C:16]1[C:17](=[O:47])[N:18]([CH2:27][C:28]2[CH:33]=[CH:32][C:31]([C:34]3[CH:39]=[CH:38][CH:37]=[CH:36][C:35]=3[C:40]3[NH:44][C:43](=[O:45])[O:42][N:41]=3)=[CH:30][C:29]=2[F:46])[C:19]([CH2:24][CH2:25][CH3:26])=[N:20][C:21]=1[CH2:22][CH3:23]. Given the product [C:1]([O:5][C:6]1[CH:11]=[CH:10][C:9]([C:16]2[C:17](=[O:47])[N:18]([CH2:27][C:28]3[CH:33]=[CH:32][C:31]([C:34]4[CH:39]=[CH:38][CH:37]=[CH:36][C:35]=4[C:40]4[NH:44][C:43](=[O:45])[O:42][N:41]=4)=[CH:30][C:29]=3[F:46])[C:19]([CH2:24][CH2:25][CH3:26])=[N:20][C:21]=2[CH2:22][CH3:23])=[CH:8][CH:7]=1)([CH3:4])([CH3:3])[CH3:2], predict the reactants needed to synthesize it. (3) Given the product [CH3:1][O:2][C:3]([CH2:5][N:6]1[C:10](/[CH:11]=[C:12]2\[CH2:13][N:14]([C:19]([C:32]3[CH:33]=[CH:34][CH:35]=[CH:36][CH:37]=3)([C:26]3[CH:27]=[CH:28][CH:29]=[CH:30][CH:31]=3)[C:20]3[CH:21]=[CH:22][CH:23]=[CH:24][CH:25]=3)[CH2:15][CH2:16][CH:17]\2[OH:18])=[N:9][N:8]=[N:7]1)=[O:4], predict the reactants needed to synthesize it. The reactants are: [CH3:1][O:2][C:3]([CH2:5][N:6]1[C:10](/[CH:11]=[C:12]2\[CH2:13][N:14]([C:19]([C:32]3[CH:37]=[CH:36][CH:35]=[CH:34][CH:33]=3)([C:26]3[CH:31]=[CH:30][CH:29]=[CH:28][CH:27]=3)[C:20]3[CH:25]=[CH:24][CH:23]=[CH:22][CH:21]=3)[CH2:15][CH2:16][C:17]\2=[O:18])=[N:9][N:8]=[N:7]1)=[O:4].[BH4-].[Na+]. (4) Given the product [CH:1]([N:3]1[CH2:8][CH2:7][N:6]([C:9]2[CH:18]=[CH:17][C:16]3[C:11](=[CH:12][CH:13]=[C:14]([N+:19]([O-:21])=[O:20])[CH:15]=3)[N:10]=2)[CH:5]([CH2:22][CH2:23][CH2:24][F:53])[CH2:4]1)=[O:2], predict the reactants needed to synthesize it. The reactants are: [CH:1]([N:3]1[CH2:8][CH2:7][N:6]([C:9]2[CH:18]=[CH:17][C:16]3[C:11](=[CH:12][CH:13]=[C:14]([N+:19]([O-:21])=[O:20])[CH:15]=3)[N:10]=2)[CH:5]([CH2:22][CH2:23][CH2:24]OS(C2C=CC(C)=CC=2)(=O)=O)[CH2:4]1)=[O:2].CCCC[N+](CCCC)(CCCC)CCCC.[F-:53].